This data is from Catalyst prediction with 721,799 reactions and 888 catalyst types from USPTO. The task is: Predict which catalyst facilitates the given reaction. Reactant: [O-:1][N+:2]1[C:7]2[CH:8]=[CH:9][CH:10]=[CH:11][C:6]=2[N+:5]([O-:12])=[C:4]([NH:13][CH2:14][CH2:15][CH2:16][CH2:17][CH2:18][CH2:19][NH2:20])[N:3]=1.CO[C:23]1[C:24]2[C:29]([N:30]=[C:31]3[C:36]=1[CH:35]=[CH:34][CH:33]=[CH:32]3)=[CH:28][CH:27]=[CH:26][CH:25]=2. Product: [CH:25]1[C:24]2[C:29](=[N:30][C:31]3[C:36]([C:23]=2[NH:20][CH2:19][CH2:18][CH2:17][CH2:16][CH2:15][CH2:14][NH:13][C:4]2[N:3]=[N+:2]([O-:1])[C:7]4[CH:8]=[CH:9][CH:10]=[CH:11][C:6]=4[N+:5]=2[O-:12])=[CH:35][CH:34]=[CH:33][CH:32]=3)[CH:28]=[CH:27][CH:26]=1. The catalyst class is: 5.